Dataset: Reaction yield outcomes from USPTO patents with 853,638 reactions. Task: Predict the reaction yield, written as a fraction of the theoretical maximum amount of product (1.0 means a 100% yield; for example, 0.34 means a 34% yield). The reactants are [N+:1]([C:4]1[CH:9]=[CH:8][C:7]([C:10]2[CH:15]=[CH:14][C:13]([C:16]([NH:18][C@H:19]([C:23]([O:25][CH3:26])=[O:24])[CH:20]([CH3:22])[CH3:21])=[O:17])=[CH:12][CH:11]=2)=[CH:6][CH:5]=1)([O-])=O.Cl. The catalyst is C(O)C.[Fe]. The product is [NH2:1][C:4]1[CH:5]=[CH:6][C:7]([C:10]2[CH:15]=[CH:14][C:13]([C:16]([NH:18][C@H:19]([C:23]([O:25][CH3:26])=[O:24])[CH:20]([CH3:22])[CH3:21])=[O:17])=[CH:12][CH:11]=2)=[CH:8][CH:9]=1. The yield is 0.900.